Task: Predict which catalyst facilitates the given reaction.. Dataset: Catalyst prediction with 721,799 reactions and 888 catalyst types from USPTO Reactant: [F:1][C:2]1[CH:3]=[C:4]([C@@H:8]2[N:12]([C:13]([O:15][C:16]([CH3:19])([CH3:18])[CH3:17])=[O:14])[C@:11]([CH3:25])([C:20](OCC)=[O:21])[CH2:10][CH2:9]2)[CH:5]=[N:6][CH:7]=1.[H-].[H-].[H-].[H-].[Li+].[Al+3]. Product: [F:1][C:2]1[CH:3]=[C:4]([C@@H:8]2[N:12]([C:13]([O:15][C:16]([CH3:17])([CH3:18])[CH3:19])=[O:14])[C@@:11]([CH2:20][OH:21])([CH3:25])[CH2:10][CH2:9]2)[CH:5]=[N:6][CH:7]=1. The catalyst class is: 1.